Dataset: Full USPTO retrosynthesis dataset with 1.9M reactions from patents (1976-2016). Task: Predict the reactants needed to synthesize the given product. (1) Given the product [CH3:10][O:9][C:7](=[O:8])[C:6]1[CH:11]=[CH:2][CH:3]=[C:4]([O:18][C:15]2[CH:4]=[CH:3][CH:2]=[CH:11][CH:6]=2)[C:5]=1[N+:12]([O-:14])=[O:13], predict the reactants needed to synthesize it. The reactants are: Cl[C:2]1[CH:3]=[CH:4][C:5]([N+:12]([O-:14])=[O:13])=[C:6]([CH:11]=1)[C:7]([O:9][CH3:10])=[O:8].[C:15](=[O:18])([O-])[O-].[K+].[K+]. (2) Given the product [O:1]=[C:2]([CH2:13][CH2:14][CH2:15][CH2:16][CH2:17][CH2:18][CH2:19][CH2:20][CH2:21][CH2:25][CH2:26][CH3:27])/[C:3](/[NH:6][C:7](=[O:12])[O:8][CH2:9][CH:10]=[CH2:11])=[CH:4]/[CH3:5], predict the reactants needed to synthesize it. The reactants are: [O:1]=[C:2]([CH2:13][CH2:14][CH2:15][CH2:16][CH2:17][CH2:18][CH2:19][CH2:20][CH3:21])/[C:3](/[NH:6][C:7](=[O:12])[O:8][CH2:9][CH:10]=[CH2:11])=[CH:4]/[CH3:5].CON(C)[C:25](=O)/[C:26](/NC(=O)OCC=C)=[CH:27]/C. (3) The reactants are: [O:1]1[CH2:5][CH2:4][O:3][CH:2]1[C:6]1[O:10][C:9]([CH2:11][CH:12]=O)=[CH:8][CH:7]=1.[NH2:14][C:15]1[CH:20]=[CH:19][CH:18]=[CH:17][CH:16]=1.O1CCCC1.C(=O)(O)[O-].[Na+]. Given the product [O:3]1[CH2:4][CH2:5][O:1][CH:2]1[C:6]1[O:10][C:9]([CH2:11][CH2:12][NH:14][C:15]2[CH:20]=[CH:19][CH:18]=[CH:17][CH:16]=2)=[CH:8][CH:7]=1, predict the reactants needed to synthesize it. (4) Given the product [Cl:1][C:2]1[CH:7]=[C:6]([N:8]2[CH:12]=[CH:11][CH:10]=[N:9]2)[CH:5]=[CH:4][C:3]=1[C:13]([N:15]1[C:21]2[CH:22]=[CH:23][CH:24]=[CH:25][C:20]=2[CH2:19][N:18]([C:28]([NH:27][CH2:30][C:31]([O:33][CH2:34][CH3:35])=[O:32])=[O:29])[C@H:17]([CH3:26])[CH2:16]1)=[O:14], predict the reactants needed to synthesize it. The reactants are: [Cl:1][C:2]1[CH:7]=[C:6]([N:8]2[CH:12]=[CH:11][CH:10]=[N:9]2)[CH:5]=[CH:4][C:3]=1[C:13]([N:15]1[C:21]2[CH:22]=[CH:23][CH:24]=[CH:25][C:20]=2[CH2:19][NH:18][C@H:17]([CH3:26])[CH2:16]1)=[O:14].[N:27]([CH2:30][C:31]([O:33][CH2:34][CH3:35])=[O:32])=[C:28]=[O:29]. (5) Given the product [OH:2][C:3]1[C:8]([NH:9][C:10]([NH:12][C:13]2[CH:18]=[CH:17][CH:16]=[C:15]([C:19]([F:20])([F:22])[F:21])[CH:14]=2)=[O:11])=[CH:7][CH:6]=[C:5]([O:23][CH3:24])[N:4]=1, predict the reactants needed to synthesize it. The reactants are: C[O:2][C:3]1[C:8]([NH:9][C:10]([NH:12][C:13]2[CH:18]=[CH:17][CH:16]=[C:15]([C:19]([F:22])([F:21])[F:20])[CH:14]=2)=[O:11])=[CH:7][CH:6]=[C:5]([O:23][CH3:24])[N:4]=1.B(Br)(Br)Br. (6) Given the product [F:10][C:6]1[CH:7]=[CH:8][CH:9]=[C:2]([C:13]2[CH:14]=[C:15]([N+:18]([O-:20])=[O:19])[CH:16]=[CH:17][C:12]=2[F:11])[C:3]=1[C:4]#[N:5], predict the reactants needed to synthesize it. The reactants are: Br[C:2]1[CH:9]=[CH:8][CH:7]=[C:6]([F:10])[C:3]=1[C:4]#[N:5].[F:11][C:12]1[CH:17]=[CH:16][C:15]([N+:18]([O-:20])=[O:19])=[CH:14][C:13]=1B1OC(C)(C)C(C)(C)O1. (7) The reactants are: [OH:1][C:2]1[CH:7]=[CH:6][C:5]([CH2:8][C:9]([O:11][CH3:12])=[O:10])=[CH:4][CH:3]=1.CC1C=CC(S(O[CH2:24][CH2:25][CH2:26][NH:27][C:28]2[C:29](=[O:45])[N:30]([C:41]([CH3:44])([CH3:43])[CH3:42])[S:31](=[O:40])(=[O:39])[C:32]=2[C:33]2[CH:38]=[CH:37][CH:36]=[CH:35][CH:34]=2)(=O)=O)=CC=1. Given the product [C:41]([N:30]1[C:29](=[O:45])[C:28]([NH:27][CH2:26][CH2:25][CH2:24][O:1][C:2]2[CH:3]=[CH:4][C:5]([CH2:8][C:9]([O:11][CH3:12])=[O:10])=[CH:6][CH:7]=2)=[C:32]([C:33]2[CH:34]=[CH:35][CH:36]=[CH:37][CH:38]=2)[S:31]1(=[O:39])=[O:40])([CH3:42])([CH3:43])[CH3:44], predict the reactants needed to synthesize it.